Dataset: Forward reaction prediction with 1.9M reactions from USPTO patents (1976-2016). Task: Predict the product of the given reaction. (1) The product is: [Br:34][CH2:12][CH2:11][C:3]1[CH:4]=[CH:5][C:6]([N+:8]([O-:10])=[O:9])=[CH:7][C:2]=1[Cl:1]. Given the reactants [Cl:1][C:2]1[CH:7]=[C:6]([N+:8]([O-:10])=[O:9])[CH:5]=[CH:4][C:3]=1[CH2:11][CH2:12]O.C1(P(C2C=CC=CC=2)C2C=CC=CC=2)C=CC=CC=1.C(Br)(Br)(Br)[Br:34].O, predict the reaction product. (2) Given the reactants [C:1]1([N:7]2[C:12]3[CH:13]=[CH:14][CH:15]=[CH:16][C:11]=3[CH2:10][CH2:9][S:8]2(=[O:18])=[O:17])[CH:6]=[CH:5][CH:4]=[CH:3][CH:2]=1.C([Li])[CH2:20][CH2:21][CH3:22].[Cl:24][CH2:25]CCBr, predict the reaction product. The product is: [Cl:24][CH2:25][C:21](=[CH2:20])[CH2:22][CH:9]1[CH2:10][C:11]2[CH:16]=[CH:15][CH:14]=[CH:13][C:12]=2[N:7]([C:1]2[CH:2]=[CH:3][CH:4]=[CH:5][CH:6]=2)[S:8]1(=[O:17])=[O:18]. (3) Given the reactants C(OC([N:11]1[CH2:15][CH:14]2[CH:16]([OH:19])[CH2:17][CH2:18][CH:13]2[CH2:12]1)=O)C1C=CC=CC=1.[H][H], predict the reaction product. The product is: [CH2:12]1[CH:13]2[CH2:18][CH2:17][CH:16]([OH:19])[CH:14]2[CH2:15][NH:11]1. (4) Given the reactants [F:1][C:2]1[CH:21]=[CH:20][C:19]([F:22])=[CH:18][C:3]=1[CH2:4][N:5]1[CH2:10][CH2:9][NH:8][C:7]2[N:11]=[CH:12][C:13]([C:15]([OH:17])=O)=[CH:14][C:6]1=2.[CH3:23][N:24]1[CH2:29][CH2:28][NH:27][CH2:26][CH2:25]1, predict the reaction product. The product is: [F:1][C:2]1[CH:21]=[CH:20][C:19]([F:22])=[CH:18][C:3]=1[CH2:4][N:5]1[CH2:10][CH2:9][NH:8][C:7]2[N:11]=[CH:12][C:13]([C:15]([N:27]3[CH2:28][CH2:29][N:24]([CH3:23])[CH2:25][CH2:26]3)=[O:17])=[CH:14][C:6]1=2.